Dataset: Catalyst prediction with 721,799 reactions and 888 catalyst types from USPTO. Task: Predict which catalyst facilitates the given reaction. (1) The catalyst class is: 3. Product: [C:34]1([S:40]([NH:1][C:2]2[CH:7]=[CH:6][C:5]([C:8]3[CH:9]=[CH:10][C:11]([S:14]([N:17]4[CH:21]([C:22]([OH:24])=[O:23])[CH2:20][CH:19]5[CH2:25][CH2:26][CH2:27][CH:18]45)(=[O:16])=[O:15])=[CH:12][CH:13]=3)=[CH:4][CH:3]=2)(=[O:42])=[O:41])[CH:39]=[CH:38][CH:37]=[CH:36][CH:35]=1. Reactant: [NH2:1][C:2]1[CH:7]=[CH:6][C:5]([C:8]2[CH:13]=[CH:12][C:11]([S:14]([N:17]3[CH:21]([C:22]([OH:24])=[O:23])[CH2:20][CH:19]4[CH2:25][CH2:26][CH2:27][CH:18]34)(=[O:16])=[O:15])=[CH:10][CH:9]=2)=[CH:4][CH:3]=1.N1C=CC=CC=1.[C:34]1([S:40](Cl)(=[O:42])=[O:41])[CH:39]=[CH:38][CH:37]=[CH:36][CH:35]=1. (2) Reactant: [NH2:1][C:2]1[CH:3]=[C:4]([CH:27]=[CH:28][C:29]=1[N:30]1[CH:34]=[N:33][CH:32]=[N:31]1)[C:5]([NH:7][C:8]1[C:13]([CH3:14])=[CH:12][C:11]([C:15]([F:24])([C:20]([F:23])([F:22])[F:21])[C:16]([F:19])([F:18])[F:17])=[CH:10][C:9]=1[CH2:25][CH3:26])=[O:6].N1C=CC=CC=1.[C:41](Cl)(=[O:45])[O:42][CH2:43]C. Product: [CH3:43][O:42][C:41](=[O:45])[NH:1][C:2]1[CH:3]=[C:4]([C:5](=[O:6])[NH:7][C:8]2[C:13]([CH3:14])=[CH:12][C:11]([C:15]([F:24])([C:20]([F:21])([F:22])[F:23])[C:16]([F:18])([F:19])[F:17])=[CH:10][C:9]=2[CH2:25][CH3:26])[CH:27]=[CH:28][C:29]=1[N:30]1[CH:34]=[N:33][CH:32]=[N:31]1. The catalyst class is: 30. (3) Reactant: [Cl:1][C:2]1[N:7]=[C:6]([Cl:8])[C:5]([C:9](Cl)=[O:10])=[CH:4][N:3]=1.[F:12][C:13]1[CH:18]=[CH:17][C:16]([CH2:19][NH2:20])=[CH:15][CH:14]=1.CCN(C(C)C)C(C)C. Product: [Cl:1][C:2]1[N:7]=[C:6]([Cl:8])[C:5]([C:9]([NH:20][CH2:19][C:16]2[CH:17]=[CH:18][C:13]([F:12])=[CH:14][CH:15]=2)=[O:10])=[CH:4][N:3]=1. The catalyst class is: 4. (4) Reactant: [C:1]([O:5][C:6]([N:8]1[C@@H:12](/[CH:13]=[CH:14]/[C:15]2[CH:16]=[N:17][C:18]([Cl:21])=[CH:19][CH:20]=2)[CH2:11][O:10][C:9]1([CH3:23])[CH3:22])=[O:7])([CH3:4])([CH3:3])[CH3:2]. Product: [C:1]([O:5][C:6]([N:8]1[C@@H:12]([CH2:13][CH2:14][C:15]2[CH:16]=[N:17][C:18]([Cl:21])=[CH:19][CH:20]=2)[CH2:11][O:10][C:9]1([CH3:23])[CH3:22])=[O:7])([CH3:4])([CH3:2])[CH3:3]. The catalyst class is: 465.